From a dataset of Reaction yield outcomes from USPTO patents with 853,638 reactions. Predict the reaction yield, written as a fraction of the theoretical maximum amount of product (1.0 means a 100% yield; for example, 0.34 means a 34% yield). The yield is 1.00. The product is [Br:1][C:2]1[CH:3]=[C:4]([CH:7]=[CH:8][CH:9]=1)[CH2:5][NH:6][C:10](=[O:17])[C:11]1[CH:16]=[CH:15][CH:14]=[CH:13][CH:12]=1. No catalyst specified. The reactants are [Br:1][C:2]1[CH:3]=[C:4]([CH:7]=[CH:8][CH:9]=1)[CH2:5][NH2:6].[C:10](Cl)(=[O:17])[C:11]1[CH:16]=[CH:15][CH:14]=[CH:13][CH:12]=1.